This data is from NCI-60 drug combinations with 297,098 pairs across 59 cell lines. The task is: Regression. Given two drug SMILES strings and cell line genomic features, predict the synergy score measuring deviation from expected non-interaction effect. Drug 1: CN1CCC(CC1)COC2=C(C=C3C(=C2)N=CN=C3NC4=C(C=C(C=C4)Br)F)OC. Drug 2: C(CCl)NC(=O)N(CCCl)N=O. Cell line: SF-268. Synergy scores: CSS=6.96, Synergy_ZIP=-1.02, Synergy_Bliss=4.06, Synergy_Loewe=0.125, Synergy_HSA=0.604.